Dataset: NCI-60 drug combinations with 297,098 pairs across 59 cell lines. Task: Regression. Given two drug SMILES strings and cell line genomic features, predict the synergy score measuring deviation from expected non-interaction effect. Drug 1: CS(=O)(=O)C1=CC(=C(C=C1)C(=O)NC2=CC(=C(C=C2)Cl)C3=CC=CC=N3)Cl. Cell line: OVCAR-4. Drug 2: CC(C)(C#N)C1=CC(=CC(=C1)CN2C=NC=N2)C(C)(C)C#N. Synergy scores: CSS=9.73, Synergy_ZIP=0.915, Synergy_Bliss=1.51, Synergy_Loewe=2.80, Synergy_HSA=1.30.